This data is from Forward reaction prediction with 1.9M reactions from USPTO patents (1976-2016). The task is: Predict the product of the given reaction. (1) Given the reactants C[Si]([C:5]#[CH:6])(C)C.I[C:8]1[CH:16]=[CH:15][C:11]([C:12]([OH:14])=O)=[CH:10][C:9]=1[N+:17]([O-:19])=[O:18].C[NH:21][C:22](=[O:33])[C:23]1[CH:28]=[CH:27][C:26](I)=[C:25]([N+]([O-])=O)[CH:24]=1.C[Si](C)(C)CC#C, predict the reaction product. The product is: [C:22]([NH:21][C:12](=[O:14])[C:11]1[CH:15]=[CH:16][C:8]([C:5]#[CH:6])=[C:9]([N+:17]([O-:19])=[O:18])[CH:10]=1)(=[O:33])[C:23]1[CH:28]=[CH:27][CH:26]=[CH:25][CH:24]=1. (2) Given the reactants [CH2:1]([N:8]1[C:20]2[C:19]3[N:18]=[CH:17][CH:16]=[CH:15][C:14]=3[N:13]=[CH:12][C:11]=2[N:10]=[C:9]1SC)[C:2]1[CH:7]=[CH:6][CH:5]=[CH:4][CH:3]=1.[C:23](O)(=O)C.[Mn]([O-])(=O)(=O)=O.[K+].[S:33](=[O:36])(O)[O-:34].[Na+], predict the reaction product. The product is: [CH2:1]([N:8]1[C:20]2[C:19]3[N:18]=[CH:17][CH:16]=[CH:15][C:14]=3[N:13]=[CH:12][C:11]=2[N:10]=[C:9]1[S:33]([CH3:23])(=[O:36])=[O:34])[C:2]1[CH:7]=[CH:6][CH:5]=[CH:4][CH:3]=1. (3) Given the reactants [CH2:1]([O:8][C:9]1[CH:14]=[N:13][N:12]([CH2:15][C:16]([C:18]2[CH:23]=[CH:22][C:21]([CH2:24]O)=[CH:20][CH:19]=2)=[O:17])[C:11](=[O:26])[CH:10]=1)[C:2]1[CH:7]=[CH:6][CH:5]=[CH:4][CH:3]=1.P(Br)(Br)[Br:28], predict the reaction product. The product is: [CH2:1]([O:8][C:9]1[CH:14]=[N:13][N:12]([CH2:15][C:16]([C:18]2[CH:23]=[CH:22][C:21]([CH2:24][Br:28])=[CH:20][CH:19]=2)=[O:17])[C:11](=[O:26])[CH:10]=1)[C:2]1[CH:7]=[CH:6][CH:5]=[CH:4][CH:3]=1. (4) Given the reactants [CH3:1][C:2]1[N:3](O)[C:4]([CH2:7][CH2:8][C:9]2[CH:14]=[CH:13][CH:12]=[CH:11][CH:10]=2)=[CH:5][N:6]=1.C(=O)(O)[O-].[Na+].[OH-].[Na+], predict the reaction product. The product is: [CH3:1][C:2]1[NH:3][C:4]([CH2:7][CH2:8][C:9]2[CH:14]=[CH:13][CH:12]=[CH:11][CH:10]=2)=[CH:5][N:6]=1. (5) Given the reactants [CH3:1][O:2][C:3]1[CH:4]=[C:5]2[C:10](=[CH:11][CH:12]=1)[C:9](=[O:13])[C:8]([CH3:15])([CH3:14])[CH2:7][CH2:6]2.[Br:16]N1C(=O)CCC1=O.CC(N=NC(C#N)(C)C)(C#N)C, predict the reaction product. The product is: [Br:16][CH:6]1[C:5]2[C:10](=[CH:11][CH:12]=[C:3]([O:2][CH3:1])[CH:4]=2)[C:9](=[O:13])[C:8]([CH3:15])([CH3:14])[CH2:7]1. (6) Given the reactants [CH:1]1([NH:7][C:8]([CH2:10][NH:11][C:12]2[CH:19]=[CH:18][C:15]([C:16]#[N:17])=[CH:14][C:13]=2[N+:20]([O-])=O)=[O:9])[CH2:6][CH2:5][CH2:4][CH2:3][CH2:2]1, predict the reaction product. The product is: [NH2:20][C:13]1[CH:14]=[C:15]([CH:18]=[CH:19][C:12]=1[NH:11][CH2:10][C:8](=[O:9])[NH:7][CH:1]1[CH2:2][CH2:3][CH2:4][CH2:5][CH2:6]1)[C:16]#[N:17]. (7) Given the reactants [CH3:1][O:2][C:3]1[CH:4]=[C:5]([CH:17]=[CH:18][C:19]=1[O:20][CH3:21])[C:6]([CH:8]1[CH:13]([C:14](O)=[O:15])[CH2:12][CH:11]=[CH:10][CH2:9]1)=O.O.[NH2:23][NH2:24], predict the reaction product. The product is: [CH3:1][O:2][C:3]1[CH:4]=[C:5]([C:6]2[CH:8]3[CH:13]([CH2:12][CH:11]=[CH:10][CH2:9]3)[C:14](=[O:15])[NH:24][N:23]=2)[CH:17]=[CH:18][C:19]=1[O:20][CH3:21].